Dataset: Forward reaction prediction with 1.9M reactions from USPTO patents (1976-2016). Task: Predict the product of the given reaction. (1) Given the reactants [F:1][C:2]1[CH:7]=[CH:6][C:5]([C:8]2[S:12][CH:11]([C:13]3[CH:18]=[CH:17][CH:16]=[CH:15][C:14]=3[O:19][Si](C(C)C)(C(C)C)C(C)C)[N:10]([C:30]([C:32]3[C:37]([F:38])=[CH:36][C:35]([F:39])=[CH:34][C:33]=3[F:40])=[O:31])[N:9]=2)=[CH:4][CH:3]=1.FC1C=CC(C2SC(C3C=CC=C(OC)C=3O[Si](C(C)C)(C(C)C)C(C)C)N(C(C3C(F)=CC(F)=CC=3F)=O)N=2)=CC=1.[F-].C([N+](CCCC)(CCCC)CCCC)CCC.Br[CH2:102][C:103]([O:105][CH3:106])=[O:104], predict the reaction product. The product is: [CH3:106][O:105][C:103](=[O:104])[CH2:102][O:19][C:14]1[CH:15]=[CH:16][CH:17]=[CH:18][C:13]=1[CH:11]1[N:10]([C:30](=[O:31])[C:32]2[C:37]([F:38])=[CH:36][C:35]([F:39])=[CH:34][C:33]=2[F:40])[N:9]=[C:8]([C:5]2[CH:6]=[CH:7][C:2]([F:1])=[CH:3][CH:4]=2)[S:12]1. (2) The product is: [F:1][C:2]([F:13])([F:14])[CH:3]([C:9]([F:11])([F:10])[F:12])[CH:4]([C:6]([O:8][CH3:16])=[O:7])[NH2:5]. Given the reactants [F:1][C:2]([F:14])([F:13])[CH:3]([C:9]([F:12])([F:11])[F:10])[CH:4]([C:6]([OH:8])=[O:7])[NH2:5].[Si](C=[N+]=[N-])(C)(C)[CH3:16].CO, predict the reaction product. (3) Given the reactants [Cl:1][C:2]1[CH:7]=[CH:6][C:5]([NH:8][C:9]2[C:10]([CH:22]=[N:23]O)=[N:11][CH:12]=[C:13]([N:15]3[C:19]([CH3:20])=[CH:18][C:17]([CH3:21])=[N:16]3)[N:14]=2)=[CH:4][CH:3]=1.CO, predict the reaction product. The product is: [NH2:23][CH2:22][C:10]1[C:9]([NH:8][C:5]2[CH:4]=[CH:3][C:2]([Cl:1])=[CH:7][CH:6]=2)=[N:14][C:13]([N:15]2[C:19]([CH3:20])=[CH:18][C:17]([CH3:21])=[N:16]2)=[CH:12][N:11]=1. (4) The product is: [Cl:1][C:2]1[N:3]=[C:4]([O:22][CH3:21])[C:5]2[C:6](=[CH:8][N:9]([CH2:11][C:12]3[CH:17]=[CH:16][C:15]([O:18][CH3:19])=[CH:14][CH:13]=3)[N:10]=2)[N:7]=1. Given the reactants [Cl:1][C:2]1[N:3]=[C:4](Cl)[C:5]2[C:6](=[CH:8][N:9]([CH2:11][C:12]3[CH:17]=[CH:16][C:15]([O:18][CH3:19])=[CH:14][CH:13]=3)[N:10]=2)[N:7]=1.[CH3:21][O-:22].[Na+], predict the reaction product. (5) Given the reactants [N+:1]([C:4]1[CH:31]=[CH:30][C:7]([O:8][CH2:9][C:10]([O:12][CH2:13][CH2:14][O:15][C:16](=[O:29])[CH:17]([O:19][C:20]2[CH:25]=[CH:24][C:23]([N+:26]([O-])=O)=[CH:22][CH:21]=2)[CH3:18])=[O:11])=[CH:6][CH:5]=1)([O-])=O, predict the reaction product. The product is: [NH2:1][C:4]1[CH:31]=[CH:30][C:7]([O:8][CH2:9][C:10]([O:12][CH2:13][CH2:14][O:15][C:16](=[O:29])[CH:17]([O:19][C:20]2[CH:21]=[CH:22][C:23]([NH2:26])=[CH:24][CH:25]=2)[CH3:18])=[O:11])=[CH:6][CH:5]=1. (6) Given the reactants [S:1]1[C:5]2[CH2:6][CH2:7][CH2:8][C:4]=2[N:3]=[C:2]1[C:9]1[C:13]([C:14]([NH:16][CH:17]2[CH2:22][CH2:21][O:20][CH2:19][CH2:18]2)=[O:15])=[CH:12][N:11](COCC[Si](C)(C)C)[N:10]=1.FC(F)(F)C(O)=O.CO.[OH-].[NH4+], predict the reaction product. The product is: [S:1]1[C:5]2[CH2:6][CH2:7][CH2:8][C:4]=2[N:3]=[C:2]1[C:9]1[C:13]([C:14]([NH:16][CH:17]2[CH2:18][CH2:19][O:20][CH2:21][CH2:22]2)=[O:15])=[CH:12][NH:11][N:10]=1.